Dataset: Catalyst prediction with 721,799 reactions and 888 catalyst types from USPTO. Task: Predict which catalyst facilitates the given reaction. (1) Reactant: [NH:1]1[CH2:5][CH2:4][CH2:3][CH2:2]1.N1C=CC=CC=1.[C:12](Cl)(=[O:22])/[CH:13]=[CH:14]/[CH2:15][CH2:16][CH2:17][CH2:18][CH2:19][CH2:20][CH3:21].C(O)(=O)/C=C/CCCCCCC.S(Cl)(Cl)=O. Product: [C:12]([N:1]1[CH2:5][CH2:4][CH2:3][CH2:2]1)(=[O:22])/[CH:13]=[CH:14]/[CH2:15][CH2:16][CH2:17][CH2:18][CH2:19][CH2:20][CH3:21]. The catalyst class is: 7. (2) Reactant: [C:1]1([CH2:7][CH2:8][CH2:9][N:10]2[CH2:15][CH2:14][CH2:13][CH2:12][CH2:11]2)[CH:6]=[CH:5][CH:4]=[CH:3][CH:2]=1.[C:16]1([CH2:22][CH2:23][CH2:24]Br)[CH:21]=[CH:20][CH:19]=[CH:18][CH:17]=1.C([O-])([O-])=O.[K+].[K+]. Product: [C:1]1([CH2:7][CH2:8][CH2:9][N:10]2[CH2:15][CH2:14][CH:13]([CH2:24][CH2:23][CH2:22][C:16]3[CH:21]=[CH:20][CH:19]=[CH:18][CH:17]=3)[CH2:12][CH2:11]2)[CH:6]=[CH:5][CH:4]=[CH:3][CH:2]=1. The catalyst class is: 10. (3) Product: [OH:8][C@H:9]1[CH2:14][N:13]([CH2:15][C:16]2[CH:21]=[CH:20][C:19]([O:22][CH3:23])=[CH:18][CH:17]=2)[C:12](=[O:24])[CH2:11][CH2:10]1. Reactant: [Si]([O:8][C@H:9]1[CH2:14][N:13]([CH2:15][C:16]2[CH:21]=[CH:20][C:19]([O:22][CH3:23])=[CH:18][CH:17]=2)[C:12](=[O:24])[CH2:11][CH2:10]1)(C(C)(C)C)(C)C.[F-].C([N+](CCCC)(CCCC)CCCC)CCC. The catalyst class is: 7.